From a dataset of Forward reaction prediction with 1.9M reactions from USPTO patents (1976-2016). Predict the product of the given reaction. (1) Given the reactants [NH:1]1[C:5]2[CH:6]=[CH:7][CH:8]=[CH:9][C:4]=2[N:3]=[C:2]1[NH:10][C:11]1[CH:42]=[CH:41][C:14]([CH2:15][NH:16][C:17]([C:19]2[CH:20]=[CH:21][C:22]3[CH:28]([CH2:29][C:30]([O:32]C)=[O:31])[C:27]4[CH:34]=[CH:35][CH:36]=[CH:37][C:26]=4[C:25](=[O:38])[N:24]([CH3:39])[C:23]=3[CH:40]=2)=[O:18])=[CH:13][CH:12]=1.CO.[OH-].[Na+:46], predict the reaction product. The product is: [NH:1]1[C:5]2[CH:6]=[CH:7][CH:8]=[CH:9][C:4]=2[N:3]=[C:2]1[NH:10][C:11]1[CH:42]=[CH:41][C:14]([CH2:15][NH:16][C:17]([C:19]2[CH:20]=[CH:21][C:22]3[CH:28]([CH2:29][C:30]([O-:32])=[O:31])[C:27]4[CH:34]=[CH:35][CH:36]=[CH:37][C:26]=4[C:25](=[O:38])[N:24]([CH3:39])[C:23]=3[CH:40]=2)=[O:18])=[CH:13][CH:12]=1.[Na+:46]. (2) Given the reactants C(OC([NH:8][CH2:9][CH2:10][O:11][C:12]1[C:20]([CH:21]([OH:23])[CH3:22])=[CH:19][C:18]([Cl:24])=[C:17]([CH3:25])[C:13]=1[C:14](O)=[O:15])=O)(C)(C)C.O.ON1C2C=CC=CC=2N=N1.C(N(CC)C(C)C)(C)C.F[P-](F)(F)(F)(F)F.N1(O[P+](N(C)C)(N(C)C)N(C)C)C2C=CC=CC=2N=N1, predict the reaction product. The product is: [Cl:24][C:18]1[CH:19]=[C:20]([CH:21]([OH:23])[CH3:22])[C:12]2[O:11][CH2:10][CH2:9][NH:8][C:14](=[O:15])[C:13]=2[C:17]=1[CH3:25]. (3) Given the reactants [CH3:1]N(C)C=O.[CH:6]([O:9][C:10](=[O:47])[C@H:11]([CH2:23][C:24]1[CH:29]=[CH:28][C:27]([N:30]2[C:39](=[O:40])[C:38]3[C:33](=[CH:34][CH:35]=[C:36]([CH2:41][N:42]([CH:44]=[O:45])[CH3:43])[CH:37]=3)[NH:32][C:31]2=[O:46])=[CH:26][CH:25]=1)[NH:12][C:13](=[O:22])[C:14]1[C:19]([Cl:20])=[CH:18][CH:17]=[CH:16][C:15]=1[Cl:21])([CH3:8])[CH3:7].C(=O)([O-])[O-].[K+].[K+].C1(C)C=CC(S(OC)(=O)=O)=CC=1, predict the reaction product. The product is: [CH:6]([O:9][C:10](=[O:47])[C@H:11]([CH2:23][C:24]1[CH:25]=[CH:26][C:27]([N:30]2[C:39](=[O:40])[C:38]3[C:33](=[CH:34][CH:35]=[C:36]([CH2:41][N:42]([CH:44]=[O:45])[CH3:43])[CH:37]=3)[N:32]([CH3:1])[C:31]2=[O:46])=[CH:28][CH:29]=1)[NH:12][C:13](=[O:22])[C:14]1[C:15]([Cl:21])=[CH:16][CH:17]=[CH:18][C:19]=1[Cl:20])([CH3:8])[CH3:7]. (4) Given the reactants [C:1]([Si:5]([CH3:16])([CH3:15])[O:6][CH2:7][CH2:8][CH2:9][C:10]([CH3:14])([CH3:13])[CH2:11][OH:12])([CH3:4])([CH3:3])[CH3:2].C(N(CC)CC)C.C(=O)([O-])O.[Na+], predict the reaction product. The product is: [C:1]([Si:5]([CH3:16])([CH3:15])[O:6][CH2:7][CH2:8][CH2:9][C:10]([CH3:14])([CH3:13])[CH:11]=[O:12])([CH3:4])([CH3:3])[CH3:2]. (5) The product is: [CH3:1][C:2]1[CH:3]=[CH:4][CH:5]=[C:6]([O:8][CH2:9][C:10]2[CH:17]=[CH:16][C:13](/[CH:14]=[CH:21]/[N+:18]([O-:20])=[O:19])=[CH:12][CH:11]=2)[N:7]=1. Given the reactants [CH3:1][C:2]1[N:7]=[C:6]([O:8][CH2:9][C:10]2[CH:17]=[CH:16][C:13]([CH:14]=O)=[CH:12][CH:11]=2)[CH:5]=[CH:4][CH:3]=1.[N+:18]([CH3:21])([O-:20])=[O:19].C([O-])(=O)C.[NH4+], predict the reaction product. (6) Given the reactants [CH3:1][O:2][C:3]1[CH:4]=[C:5]2[C:10](=[CH:11][C:12]=1[N+:13]([O-])=O)[CH2:9][N:8]([C:16]([O:18][C:19]([CH3:22])([CH3:21])[CH3:20])=[O:17])[CH2:7][CH2:6]2, predict the reaction product. The product is: [NH2:13][C:12]1[CH:11]=[C:10]2[C:5]([CH2:6][CH2:7][N:8]([C:16]([O:18][C:19]([CH3:20])([CH3:21])[CH3:22])=[O:17])[CH2:9]2)=[CH:4][C:3]=1[O:2][CH3:1].